The task is: Predict the reactants needed to synthesize the given product.. This data is from Full USPTO retrosynthesis dataset with 1.9M reactions from patents (1976-2016). (1) Given the product [O:31]1[CH2:32][CH2:33][CH:28]([CH2:27][NH:26][CH2:25][C:21]2[CH:20]=[C:19]([CH:24]=[CH:23][CH:22]=2)[O:18][CH2:17][C:7]2[NH:6][C:11](=[O:12])[C:10]3[CH:13]=[CH:14][N:15]=[CH:16][C:9]=3[N:8]=2)[CH2:29][CH2:30]1, predict the reactants needed to synthesize it. The reactants are: COC1C=C(OC)C=CC=1C[N:6]1[C:11](=[O:12])[C:10]2[CH:13]=[CH:14][N:15]=[CH:16][C:9]=2[N:8]=[C:7]1[CH2:17][O:18][C:19]1[CH:24]=[CH:23][CH:22]=[C:21]([CH2:25][NH:26][CH2:27][CH:28]2[CH2:33][CH2:32][O:31][CH2:30][CH2:29]2)[CH:20]=1.ClCCl. (2) Given the product [CH2:1]([O:3][C:4]([C:6]1[N:7]([CH2:17][C:18]2[CH:23]=[CH:22][CH:21]=[C:20]([Cl:24])[CH:19]=2)[C:8]2[C:13]([C:14]=1[NH:15][C:30](=[O:31])[C:29]1[CH:33]=[CH:34][C:26]([Cl:25])=[CH:27][CH:28]=1)=[CH:12][CH:11]=[C:10]([Br:16])[CH:9]=2)=[O:5])[CH3:2], predict the reactants needed to synthesize it. The reactants are: [CH2:1]([O:3][C:4]([C:6]1[N:7]([CH2:17][C:18]2[CH:23]=[CH:22][CH:21]=[C:20]([Cl:24])[CH:19]=2)[C:8]2[C:13]([C:14]=1[NH2:15])=[CH:12][CH:11]=[C:10]([Br:16])[CH:9]=2)=[O:5])[CH3:2].[Cl:25][C:26]1[CH:34]=[CH:33][C:29]([C:30](Cl)=[O:31])=[CH:28][CH:27]=1.CCN(CC)CC.CC#N. (3) Given the product [CH3:2][C:1]1[O:7][C:6]([C:8]2[C:9]([N:17]3[CH2:22][CH2:21][NH:20][CH2:19][CH2:18]3)=[C:10]3[CH:16]=[CH:15][NH:14][C:11]3=[N:12][CH:13]=2)=[N:5][N:4]=1, predict the reactants needed to synthesize it. The reactants are: [C:1]([NH:4][NH:5][C:6]([C:8]1[C:9]([N:17]2[CH2:22][CH2:21][N:20](C(OC(C)(C)C)=O)[CH2:19][CH2:18]2)=[C:10]2[CH:16]=[CH:15][NH:14][C:11]2=[N:12][CH:13]=1)=[O:7])(=O)[CH3:2]. (4) Given the product [C:20]([O:12][CH2:11][CH2:10][O:9][CH:1]1[C:4]2[CH:5]=[CH:6][CH:7]=[CH:8][C:3]=2[CH2:2]1)(=[O:24])[C:21]([CH3:23])=[CH2:22], predict the reactants needed to synthesize it. The reactants are: [CH:1]1([O:9][CH2:10][CH2:11][OH:12])[C:4]2[CH:5]=[CH:6][CH:7]=[CH:8][C:3]=2[CH2:2]1.C(N(CC)CC)C.[C:20](Cl)(=[O:24])[C:21]([CH3:23])=[CH2:22]. (5) Given the product [Br:1][C:2]1[CH:3]=[CH:4][C:5]([N:8]2[CH2:12][CH2:11][C@H:10]([O:13][C:20]3[C:15]([Cl:14])=[CH:16][C:17]([CH3:23])=[CH:18][C:19]=3[Cl:22])[CH2:9]2)=[N:6][CH:7]=1, predict the reactants needed to synthesize it. The reactants are: [Br:1][C:2]1[CH:3]=[CH:4][C:5]([N:8]2[CH2:12][CH2:11][C@@H:10]([OH:13])[CH2:9]2)=[N:6][CH:7]=1.[Cl:14][C:15]1[C:20](O)=[C:19]([Cl:22])[CH:18]=[C:17]([CH3:23])[CH:16]=1.C1CCN(C(N=NC(N2CCCCC2)=O)=O)CC1.P(CCCC)(CCCC)CCCC. (6) Given the product [CH2:26]([O:25][P:24]([CH2:3][C:4]1[CH:13]=[CH:12][C:11]2[C:6](=[C:7]([C:14]3[C:23]4[C:18](=[CH:19][CH:20]=[CH:21][CH:22]=4)[CH:17]=[CH:16][CH:15]=3)[CH:8]=[CH:9][CH:10]=2)[N:5]=1)(=[O:31])[O:28][CH2:29][CH3:30])[CH3:27], predict the reactants needed to synthesize it. The reactants are: Cl.Cl[CH2:3][C:4]1[CH:13]=[CH:12][C:11]2[C:6](=[C:7]([C:14]3[C:23]4[C:18](=[CH:19][CH:20]=[CH:21][CH:22]=4)[CH:17]=[CH:16][CH:15]=3)[CH:8]=[CH:9][CH:10]=2)[N:5]=1.[P:24]([O:31]CC)([O:28][CH2:29][CH3:30])[O:25][CH2:26][CH3:27].O.